This data is from Forward reaction prediction with 1.9M reactions from USPTO patents (1976-2016). The task is: Predict the product of the given reaction. (1) Given the reactants [NH2:1][C:2]1[CH:3]=[CH:4][CH:5]=[C:6]2[C:11]=1[N:10]=[CH:9][CH:8]=[CH:7]2.[Cl:12][C:13]1[C:14]([F:23])=[C:15]([S:19](Cl)(=[O:21])=[O:20])[CH:16]=[CH:17][CH:18]=1, predict the reaction product. The product is: [Cl:12][C:13]1[C:14]([F:23])=[C:15]([S:19]([NH:1][C:2]2[CH:3]=[CH:4][CH:5]=[C:6]3[C:11]=2[N:10]=[CH:9][CH:8]=[CH:7]3)(=[O:21])=[O:20])[CH:16]=[CH:17][CH:18]=1. (2) Given the reactants [CH3:1][C:2]1[CH:9]=[CH:8][C:5]([CH2:6][OH:7])=[CH:4][CH:3]=1.[ClH:10].[NH2:11][CH2:12][C:13](=[O:19])[CH2:14][CH2:15][C:16](O)=[O:17], predict the reaction product. The product is: [ClH:10].[NH2:11][CH2:12][C:13](=[O:19])[CH2:14][CH2:15][C:16]([O:7][CH2:6][C:5]1[CH:8]=[CH:9][C:2]([CH3:1])=[CH:3][CH:4]=1)=[O:17]. (3) Given the reactants C1(P(C2C=CC=CC=2)C2C=CC=CC=2)C=CC=CC=1.CC(OC(/N=N/C(OC(C)C)=O)=O)C.[Br:34][C:35]1[CH:36]=[CH:37][C:38]([O:42][CH3:43])=[C:39]([OH:41])[CH:40]=1.[CH3:44][N:45]1[CH2:50][CH2:49][CH:48](O)[CH2:47][CH2:46]1, predict the reaction product. The product is: [Br:34][C:35]1[CH:36]=[CH:37][C:38]([O:42][CH3:43])=[C:39]([CH:40]=1)[O:41][CH:48]1[CH2:49][CH2:50][N:45]([CH3:44])[CH2:46][CH2:47]1.